This data is from Catalyst prediction with 721,799 reactions and 888 catalyst types from USPTO. The task is: Predict which catalyst facilitates the given reaction. (1) Reactant: [CH2:1]([O:8][C:9]1[CH:14]=[CH:13][C:12]([N:15]([C:39]2[CH:44]=[CH:43][CH:42]=[CH:41][CH:40]=2)[C:16]([C:18]2[C:26]3[C:21](=[CH:22][CH:23]=[CH:24][CH:25]=3)[N:20]([C:27]3[CH:36]=[C:35]([OH:37])[C:34]([OH:38])=[CH:33][C:28]=3[C:29]([O:31][CH3:32])=[O:30])[CH:19]=2)=[O:17])=[CH:11][CH:10]=1)[C:2]1[CH:7]=[CH:6][CH:5]=[CH:4][CH:3]=1.Br[C:46](Br)([F:48])[F:47].C(=O)([O-])[O-].[Cs+].[Cs+].C(OCC)(=O)C. Product: [CH2:1]([O:8][C:9]1[CH:10]=[CH:11][C:12]([N:15]([C:39]2[CH:44]=[CH:43][CH:42]=[CH:41][CH:40]=2)[C:16]([C:18]2[C:26]3[C:21](=[CH:22][CH:23]=[CH:24][CH:25]=3)[N:20]([C:27]3[C:28]([C:29]([O:31][CH3:32])=[O:30])=[CH:33][C:34]4[O:38][C:46]([F:48])([F:47])[O:37][C:35]=4[CH:36]=3)[CH:19]=2)=[O:17])=[CH:13][CH:14]=1)[C:2]1[CH:7]=[CH:6][CH:5]=[CH:4][CH:3]=1. The catalyst class is: 35. (2) Reactant: [Br:1][C:2]1[CH:10]=[CH:9][C:8]([CH2:11][Br:12])=[CH:7][C:3]=1[C:4](O)=[O:5].CO. Product: [Br:1][C:2]1[CH:10]=[CH:9][C:8]([CH2:11][Br:12])=[CH:7][C:3]=1[CH2:4][OH:5]. The catalyst class is: 1. (3) Reactant: [CH3:1][C:2](OC(C)=O)=[O:3].[NH2:8][C:9]1[C:27]([C:28]2[CH:33]=[CH:32][CH:31]=[CH:30][N:29]=2)=[C:12]2[NH:13][C:14]([C:18]3[CH:26]=[CH:25][C:21]4[O:22][CH2:23][O:24][C:20]=4[CH:19]=3)=[CH:15][C:16](=[O:17])[N:11]2[N:10]=1. Product: [O:22]1[C:21]2[CH:25]=[CH:26][C:18]([C:14]3[NH:13][C:12]4[N:11]([N:10]=[C:9]([NH:8][C:2](=[O:3])[CH3:1])[C:27]=4[C:28]4[CH:33]=[CH:32][CH:31]=[CH:30][N:29]=4)[C:16](=[O:17])[CH:15]=3)=[CH:19][C:20]=2[O:24][CH2:23]1. The catalyst class is: 17. (4) Reactant: [Cl:1][C:2]1[CH:7]=[CH:6][C:5]([C:8]2[CH:9]=[CH:10][C:11]([C:14]#[C:15][C:16]3[CH:21]=[CH:20][C:19](/[CH:22]=[CH:23]/[CH2:24]Cl)=[CH:18][CH:17]=3)=[N:12][CH:13]=2)=[CH:4][CH:3]=1.[NH2:26][CH:27]([CH2:30][OH:31])[CH2:28][OH:29].C(N(C(C)C)C(C)C)C. Product: [Cl:1][C:2]1[CH:3]=[CH:4][C:5]([C:8]2[CH:9]=[CH:10][C:11]([C:14]#[C:15][C:16]3[CH:17]=[CH:18][C:19](/[CH:22]=[CH:23]/[CH2:24][NH:26][CH:27]([CH2:30][OH:31])[CH2:28][OH:29])=[CH:20][CH:21]=3)=[N:12][CH:13]=2)=[CH:6][CH:7]=1. The catalyst class is: 3. (5) The catalyst class is: 180. Reactant: [CH3:1][N:2]([CH3:28])[C:3]([C:5]1[N+:10]([O-])=[CH:9][C:8]([O:12][C:13]2[C:18]3[CH:19]=[C:20]([CH3:22])[O:21][C:17]=3[CH:16]=[C:15]([C:23]([O:25][CH2:26][CH3:27])=[O:24])[CH:14]=2)=[CH:7][CH:6]=1)=[O:4]. Product: [CH3:28][N:2]([CH3:1])[C:3]([C:5]1[N:10]=[CH:9][C:8]([O:12][C:13]2[C:18]3[CH:19]=[C:20]([CH3:22])[O:21][C:17]=3[CH:16]=[C:15]([C:23]([O:25][CH2:26][CH3:27])=[O:24])[CH:14]=2)=[CH:7][CH:6]=1)=[O:4]. (6) Reactant: [C:1](Cl)(=[O:3])[CH3:2].[CH3:5][CH:6]([CH3:23])[C:7](=[O:22])[CH2:8][NH:9][C:10]([CH3:21])([C:12]1[CH:17]=[CH:16][CH:15]=[C:14]([N+:18]([O-:20])=[O:19])[CH:13]=1)[CH3:11].C(N(CC)CC)C. Product: [CH3:21][C:10]([N:9]([CH2:8][C:7](=[O:22])[CH:6]([CH3:5])[CH3:23])[C:1](=[O:3])[CH3:2])([C:12]1[CH:17]=[CH:16][CH:15]=[C:14]([N+:18]([O-:20])=[O:19])[CH:13]=1)[CH3:11]. The catalyst class is: 2. (7) Reactant: [CH:1]([N:4]1[C:8](=[O:9])[C:7]([NH:10][C:11](=[O:27])[O:12][CH2:13][CH:14]2[C:26]3[CH:25]=[CH:24][CH:23]=[CH:22][C:21]=3[C:20]3[C:15]2=[CH:16][CH:17]=[CH:18][CH:19]=3)=[C:6]([CH3:28])[NH:5]1)([CH3:3])[CH3:2].[CH3:29]I. Product: [CH:1]([N:4]1[C:8](=[O:9])[C:7]([NH:10][C:11](=[O:27])[O:12][CH2:13][CH:14]2[C:26]3[CH:25]=[CH:24][CH:23]=[CH:22][C:21]=3[C:20]3[C:15]2=[CH:16][CH:17]=[CH:18][CH:19]=3)=[C:6]([CH3:28])[N:5]1[CH3:29])([CH3:3])[CH3:2]. The catalyst class is: 3. (8) Product: [CH:22]1[C:23]2[C:28](=[CH:27][CH:26]=[CH:25][CH:24]=2)[CH:29]=[CH:30][C:21]=1[CH2:20][N:16]1[CH2:17][CH:18]2[CH2:19][N:12]([C:5]3[N:4]=[CH:3][CH:8]=[CH:7][C:6]=3[C:9]([OH:10])=[O:31])[CH2:13][CH:14]2[CH2:15]1. The catalyst class is: 14. Reactant: C([C:3]1[CH:8]=[CH:7][C:6]([C:9](N)=[O:10])=[C:5]([N:12]2[CH2:19][CH:18]3[CH:14]([CH2:15][N:16]([CH2:20][C:21]4[CH:30]=[CH:29][C:28]5[C:23](=[CH:24][CH:25]=[CH:26][CH:27]=5)[CH:22]=4)[CH2:17]3)[CH2:13]2)[N:4]=1)C.[OH-:31].[Na+].Cl. (9) Reactant: [CH:1]1([C:4]2[C:5]([O:13][CH2:14][C:15]([F:18])([F:17])[F:16])=[CH:6][C:7]([C:10]([OH:12])=O)=[N:8][CH:9]=2)[CH2:3][CH2:2]1.C1N=CN(C(N2C=NC=C2)=O)C=1.O[N:32]=[C:33]([CH:35]1[CH2:37][CH2:36]1)[NH2:34]. Product: [CH:35]1([C:33]2[N:34]=[C:10]([C:7]3[CH:6]=[C:5]([O:13][CH2:14][C:15]([F:18])([F:17])[F:16])[C:4]([CH:1]4[CH2:2][CH2:3]4)=[CH:9][N:8]=3)[O:12][N:32]=2)[CH2:37][CH2:36]1. The catalyst class is: 3. (10) Reactant: [CH2:1]([N:3]=[C:4]=[O:5])[CH3:2].[NH2:6][C:7]1[S:8][C:9]2[CH:34]=[CH:33][CH:32]=[CH:31][C:10]=2[C:11]=1[C:12]([NH:14][CH2:15][C@H:16]1[CH2:21][CH2:20][C@H:19]([CH2:22][NH:23][C:24](=[O:30])[O:25][C:26]([CH3:29])([CH3:28])[CH3:27])[CH2:18][CH2:17]1)=[O:13]. Product: [CH2:1]([NH:3][C:4]([NH:6][C:7]1[S:8][C:9]2[CH:34]=[CH:33][CH:32]=[CH:31][C:10]=2[C:11]=1[C:12]([NH:14][CH2:15][C@H:16]1[CH2:21][CH2:20][C@H:19]([CH2:22][NH:23][C:24](=[O:30])[O:25][C:26]([CH3:29])([CH3:28])[CH3:27])[CH2:18][CH2:17]1)=[O:13])=[O:5])[CH3:2]. The catalyst class is: 17.